This data is from Full USPTO retrosynthesis dataset with 1.9M reactions from patents (1976-2016). The task is: Predict the reactants needed to synthesize the given product. (1) Given the product [F:12][C:11]([F:14])([F:13])[C:7]1[CH:6]=[C:5]([C:3]2[N:15]=[C:16]3[C:17]([C:22]([O:24][CH3:25])=[O:23])=[N:18][CH:19]=[CH:20][N:21]3[CH:2]=2)[CH:10]=[CH:9][CH:8]=1, predict the reactants needed to synthesize it. The reactants are: Br[CH2:2][C:3]([C:5]1[CH:10]=[CH:9][CH:8]=[C:7]([C:11]([F:14])([F:13])[F:12])[CH:6]=1)=O.[NH2:15][C:16]1[C:17]([C:22]([O:24][CH3:25])=[O:23])=[N:18][CH:19]=[CH:20][N:21]=1.O. (2) Given the product [CH3:2][O:3][C:4]1[CH:5]=[C:6]([C:12]2[C:13]([CH3:25])([CH3:24])[C:14](=[O:23])[N:15]([CH:17]3[CH2:22][CH2:21][N:20]([S:36]([C:34]4[CH:33]=[CH:32][CH:31]=[C:30]5[C:35]=4[N:26]=[CH:27][CH:28]=[CH:29]5)(=[O:37])=[O:38])[CH2:19][CH2:18]3)[N:16]=2)[CH:7]=[CH:8][C:9]=1[O:10][CH3:11], predict the reactants needed to synthesize it. The reactants are: Cl.[CH3:2][O:3][C:4]1[CH:5]=[C:6]([C:12]2[C:13]([CH3:25])([CH3:24])[C:14](=[O:23])[N:15]([CH:17]3[CH2:22][CH2:21][NH:20][CH2:19][CH2:18]3)[N:16]=2)[CH:7]=[CH:8][C:9]=1[O:10][CH3:11].[N:26]1[C:35]2[C:30](=[CH:31][CH:32]=[CH:33][C:34]=2[S:36](Cl)(=[O:38])=[O:37])[CH:29]=[CH:28][CH:27]=1. (3) Given the product [Cl:1][CH2:2][C:3]([C:5]1[CH:6]=[CH:7][C:8]([O:11][C:12]2[CH:17]=[CH:16][C:15]([Cl:18])=[CH:14][CH:13]=2)=[CH:9][CH:10]=1)([OH:4])[C:19]#[C:20][CH3:21], predict the reactants needed to synthesize it. The reactants are: [Cl:1][CH2:2][C:3]([C:5]1[CH:10]=[CH:9][C:8]([O:11][C:12]2[CH:17]=[CH:16][C:15]([Cl:18])=[CH:14][CH:13]=2)=[CH:7][CH:6]=1)=[O:4].[C:19]([Mg]Cl)#[C:20][CH3:21]. (4) Given the product [C:30]([NH:29][C:25]1[CH:24]=[C:23]([CH:20]2[CH2:21][CH2:22][N:17]([CH2:16][CH2:15][CH2:14][NH:13][C:9](=[O:11])[CH:8]([C:5]3[CH:4]=[CH:3][C:2]([Cl:1])=[CH:7][CH:6]=3)[CH3:12])[CH2:18][CH2:19]2)[CH:28]=[CH:27][CH:26]=1)(=[O:32])[CH3:31], predict the reactants needed to synthesize it. The reactants are: [Cl:1][C:2]1[CH:7]=[CH:6][C:5]([CH:8]([CH3:12])[C:9]([OH:11])=O)=[CH:4][CH:3]=1.[NH2:13][CH2:14][CH2:15][CH2:16][N:17]1[CH2:22][CH2:21][CH:20]([C:23]2[CH:24]=[C:25]([NH:29][C:30](=[O:32])[CH3:31])[CH:26]=[CH:27][CH:28]=2)[CH2:19][CH2:18]1.